Regression/Classification. Given a drug SMILES string, predict its absorption, distribution, metabolism, or excretion properties. Task type varies by dataset: regression for continuous measurements (e.g., permeability, clearance, half-life) or binary classification for categorical outcomes (e.g., BBB penetration, CYP inhibition). Dataset: rlm. From a dataset of Rat liver microsome stability data. (1) The drug is Cc1c(-c2cccnc2)n(C)c2ccccc12. The result is 1 (stable in rat liver microsomes). (2) The compound is C[C@H](O)[C@@H](CCC1CCCCC1)n1cnc2c(N)ncnc21. The result is 1 (stable in rat liver microsomes). (3) The drug is Cc1nc(-c2ccc3c(c2)c(Cl)cn3CC(C)C)sc1C(=O)O. The result is 1 (stable in rat liver microsomes). (4) The compound is Cc1ccc(S(=O)(=O)N(C)c2ccccc2C(=O)Nc2nc(-c3ccccc3)cs2)cc1. The result is 1 (stable in rat liver microsomes). (5) The molecule is CNCCCC1Cc2ccccc2N(c2ccccc2)S1(=O)=O. The result is 1 (stable in rat liver microsomes). (6) The molecule is CNCC1(c2cccc(Cl)c2)CCCCC1. The result is 0 (unstable in rat liver microsomes). (7) The compound is CN(C)c1nc(NCc2ccc(NC(=O)c3ccc(F)cc3)cc2)c2ccc(CO)cc2n1. The result is 1 (stable in rat liver microsomes). (8) The molecule is O=C(N[C@H](Cc1c[nH]c2ccccc12)C(=O)Nc1ccncc1)c1ccc(-c2ccc(OCc3ccc(F)cc3F)c(F)c2)cc1F. The result is 1 (stable in rat liver microsomes). (9) The compound is O=C(N[C@H](Cc1c[nH]c2ccccc12)C(=O)Nc1ccncc1)c1ccc(-c2ccc(F)c(C(F)(F)F)c2)cc1F. The result is 1 (stable in rat liver microsomes). (10) The drug is CCC1(CC)CCN(c2c(C(=O)N3CCN(C(=O)C4CC4)CC3)cnc3ccc(F)cc23)CC1. The result is 1 (stable in rat liver microsomes).